From a dataset of Peptide-MHC class I binding affinity with 185,985 pairs from IEDB/IMGT. Regression. Given a peptide amino acid sequence and an MHC pseudo amino acid sequence, predict their binding affinity value. This is MHC class I binding data. (1) The peptide sequence is LPFEKSTVM. The MHC is HLA-B51:01 with pseudo-sequence HLA-B51:01. The binding affinity (normalized) is 0.584. (2) The peptide sequence is KPARGGSSI. The MHC is HLA-B18:01 with pseudo-sequence HLA-B18:01. The binding affinity (normalized) is 0.0847.